This data is from Full USPTO retrosynthesis dataset with 1.9M reactions from patents (1976-2016). The task is: Predict the reactants needed to synthesize the given product. Given the product [CH3:17][Si:18]([C:21]#[C:22][C:2]1[CH:16]=[CH:15][C:5]([N:6]([CH2:11][CH2:12][CH2:13][CH3:14])[CH2:7][CH2:8][CH2:9][CH3:10])=[CH:4][CH:3]=1)([CH3:20])[CH3:19], predict the reactants needed to synthesize it. The reactants are: I[C:2]1[CH:16]=[CH:15][C:5]([N:6]([CH2:11][CH2:12][CH2:13][CH3:14])[CH2:7][CH2:8][CH2:9][CH3:10])=[CH:4][CH:3]=1.[CH3:17][Si:18]([C:21]#[CH:22])([CH3:20])[CH3:19].